From a dataset of Catalyst prediction with 721,799 reactions and 888 catalyst types from USPTO. Predict which catalyst facilitates the given reaction. Reactant: [CH3:1][C:2]1([CH3:14])[CH2:11][CH2:10][C:9]([CH3:13])([CH3:12])[C:8]2[CH:7]=[CH:6][CH:5]=[CH:4][C:3]1=2.[N+:15]([C:18]1[CH:26]=[CH:25][CH:24]=[CH:23][C:19]=1[C:20](Cl)=[O:21])([O-:17])=[O:16].[Al+3].[Cl-].[Cl-].[Cl-].O. Product: [CH3:12][C:9]1([CH3:13])[CH2:10][CH2:11][C:2]([CH3:14])([CH3:1])[C:3]2[CH:4]=[C:5]([C:20]([C:19]3[CH:23]=[CH:24][CH:25]=[CH:26][C:18]=3[N+:15]([O-:17])=[O:16])=[O:21])[CH:6]=[CH:7][C:8]1=2. The catalyst class is: 4.